Dataset: CYP1A2 inhibition data for predicting drug metabolism from PubChem BioAssay. Task: Regression/Classification. Given a drug SMILES string, predict its absorption, distribution, metabolism, or excretion properties. Task type varies by dataset: regression for continuous measurements (e.g., permeability, clearance, half-life) or binary classification for categorical outcomes (e.g., BBB penetration, CYP inhibition). Dataset: cyp1a2_veith. (1) The drug is COc1ccc(NC(=O)N2CC[C@@]3(CCCN(C(=O)c4ccncc4)C3)C2)cc1. The result is 0 (non-inhibitor). (2) The molecule is C[N+](C)(C)c1cc2c(nn1)Nc1ccccc1S2. The result is 1 (inhibitor). (3) The molecule is COCC(=O)N1CCC2(CCCN(C(=O)Nc3cccc(F)c3)C2)CC1. The result is 0 (non-inhibitor). (4) The molecule is CCCC(=O)NC(Oc1ccc(Cl)cc1Cl)C(Cl)(Cl)Cl. The result is 1 (inhibitor). (5) The drug is COc1cc(/C=C2/C(=N)N3OC(C)=CC3=NC2=O)ccc1OCCOc1ccc(C)cc1. The result is 0 (non-inhibitor). (6) The compound is CCOC(=O)Nc1nc(-c2ccccc2)c(C)s1. The result is 1 (inhibitor).